Dataset: Reaction yield outcomes from USPTO patents with 853,638 reactions. Task: Predict the reaction yield, written as a fraction of the theoretical maximum amount of product (1.0 means a 100% yield; for example, 0.34 means a 34% yield). (1) The reactants are FC(F)(F)C(O)=O.[CH:8]([N:11]1[C:15]([C:16]2[N:25]=[C:24]3[N:18]([CH2:19][CH2:20][O:21][C:22]4[CH:29]=[C:28]([CH:30]5[CH2:35][CH2:34][NH:33][CH2:32][CH2:31]5)[CH:27]=[CH:26][C:23]=43)[CH:17]=2)=[N:14][CH:13]=[N:12]1)([CH3:10])[CH3:9].Cl([O-])(=O)(=O)=O.[Li+].CCN(C(C)C)C(C)C.[O:51]1[C:53]([CH3:55])([CH3:54])[CH2:52]1. The catalyst is C1COCC1.C(Cl)Cl.O. The product is [CH:8]([N:11]1[C:15]([C:16]2[N:25]=[C:24]3[C:23]4[CH:26]=[CH:27][C:28]([CH:30]5[CH2:35][CH2:34][N:33]([CH2:52][C:53]([CH3:55])([OH:51])[CH3:54])[CH2:32][CH2:31]5)=[CH:29][C:22]=4[O:21][CH2:20][CH2:19][N:18]3[CH:17]=2)=[N:14][CH:13]=[N:12]1)([CH3:10])[CH3:9]. The yield is 0.340. (2) The reactants are [Cl:1][C:2]1[C:3]([C:9]#[N:10])=[N:4][CH:5]=[C:6](Cl)[N:7]=1.[NH2:11][C@@H:12]1[CH2:17][CH2:16][CH2:15][CH2:14][C@@H:13]1[NH:18][C:19](=[O:25])[O:20][C:21]([CH3:24])([CH3:23])[CH3:22].CCN(C(C)C)C(C)C.O. The catalyst is CN1C(=O)CCC1. The product is [Cl:1][C:2]1[N:7]=[C:6]([NH:11][C@@H:12]2[CH2:17][CH2:16][CH2:15][CH2:14][C@@H:13]2[NH:18][C:19](=[O:25])[O:20][C:21]([CH3:23])([CH3:22])[CH3:24])[CH:5]=[N:4][C:3]=1[C:9]#[N:10]. The yield is 1.00.